This data is from Catalyst prediction with 721,799 reactions and 888 catalyst types from USPTO. The task is: Predict which catalyst facilitates the given reaction. (1) Reactant: [CH2:1]([O:3][C:4](=[O:31])[C:5]([O:8][C:9]1[CH:14]=[CH:13][C:12]([O:15][CH2:16][CH2:17][C:18]2[N:19]=[C:20]([C:24]3[CH:29]=[CH:28][C:27](Br)=[CH:26][CH:25]=3)[O:21][C:22]=2[CH3:23])=[CH:11][CH:10]=1)([CH3:7])[CH3:6])[CH3:2].[C:32]1(B(O)O)[C:41]2[C:36](=[CH:37][CH:38]=[CH:39][CH:40]=2)[CH:35]=[CH:34][CH:33]=1.C(O)C.C([O-])([O-])=O.[Na+].[Na+]. Product: [CH2:1]([O:3][C:4](=[O:31])[C:5]([CH3:7])([O:8][C:9]1[CH:14]=[CH:13][C:12]([O:15][CH2:16][CH2:17][C:18]2[N:19]=[C:20]([C:24]3[CH:29]=[CH:28][C:27]([C:40]4[C:41]5[C:36](=[CH:35][CH:34]=[CH:33][CH:32]=5)[CH:37]=[CH:38][CH:39]=4)=[CH:26][CH:25]=3)[O:21][C:22]=2[CH3:23])=[CH:11][CH:10]=1)[CH3:6])[CH3:2]. The catalyst class is: 109. (2) Reactant: [Cl:1][C:2]1[S:6][C:5]([C:7]([OH:9])=O)=[CH:4][CH:3]=1.C(Cl)Cl.C(OC(Cl)=O)C.Cl.[NH2:20][CH2:21][C@@H:22]1[O:26][C:25](=[O:27])[N:24]([C:28]2[CH:33]=[CH:32][C:31]([N:34]3[CH2:39][CH2:38][O:37][CH2:36][C:35]3=[O:40])=[CH:30][CH:29]=2)[CH2:23]1. Product: [Cl:1][C:2]1[S:6][C:5]([C:7]([NH:20][CH2:21][C@@H:22]2[O:26][C:25](=[O:27])[N:24]([C:28]3[CH:33]=[CH:32][C:31]([N:34]4[CH2:39][CH2:38][O:37][CH2:36][C:35]4=[O:40])=[CH:30][CH:29]=3)[CH2:23]2)=[O:9])=[CH:4][CH:3]=1. The catalyst class is: 66. (3) Reactant: [OH:1][C@H:2]1[CH2:7][CH2:6][CH2:5][CH2:4][C@@H:3]1[NH:8][C:9]([C:11]1[C:15]2=[N:16][CH:17]=[CH:18][C:19]([CH3:20])=[C:14]2[NH:13][CH:12]=1)=[O:10].Br[CH2:22][C:23]1[CH:28]=[CH:27][C:26]([Cl:29])=[CH:25][CH:24]=1.C(=O)([O-])[O-].[Cs+].[Cs+]. Product: [Cl:29][C:26]1[CH:27]=[CH:28][C:23]([CH2:22][N:13]2[C:14]3[C:15](=[N:16][CH:17]=[CH:18][C:19]=3[CH3:20])[C:11]([C:9]([NH:8][C@H:3]3[CH2:4][CH2:5][CH2:6][CH2:7][C@@H:2]3[OH:1])=[O:10])=[CH:12]2)=[CH:24][CH:25]=1. The catalyst class is: 3. (4) Reactant: [C:1]([C:5]1[CH:9]=[C:8]([NH:10][C:11]([NH:13][C:14]2[C:23]3[C:18](=[CH:19][CH:20]=[CH:21][CH:22]=3)[C:17]([O:24][C:25]3[CH:30]=[CH:29][N:28]=[C:27](Cl)[N:26]=3)=[CH:16][CH:15]=2)=[O:12])[N:7]([C:32]2[CH:37]=[CH:36][C:35]([P:38]([CH3:41])([CH3:40])=[O:39])=[CH:34][CH:33]=2)[N:6]=1)([CH3:4])([CH3:3])[CH3:2].[NH:42]1[C:50]2[C:45](=[CH:46][C:47]([NH2:51])=[CH:48][CH:49]=2)[CH:44]=[N:43]1.CN(C=O)C. Product: [NH:42]1[C:50]2[C:45](=[CH:46][C:47]([NH:51][C:27]3[N:26]=[C:25]([O:24][C:17]4[C:18]5[C:23](=[CH:22][CH:21]=[CH:20][CH:19]=5)[C:14]([NH:13][C:11]([NH:10][C:8]5[N:7]([C:32]6[CH:37]=[CH:36][C:35]([P:38]([CH3:41])([CH3:40])=[O:39])=[CH:34][CH:33]=6)[N:6]=[C:5]([C:1]([CH3:4])([CH3:3])[CH3:2])[CH:9]=5)=[O:12])=[CH:15][CH:16]=4)[CH:30]=[CH:29][N:28]=3)=[CH:48][CH:49]=2)[CH:44]=[N:43]1. The catalyst class is: 1. (5) Reactant: [C:1]([NH2:4])(=[S:3])[CH3:2].Br[CH2:6][C:7]([C:9]1[CH:14]=[CH:13][CH:12]=[CH:11][CH:10]=1)=O. Product: [CH3:2][C:1]1[S:3][CH:6]=[C:7]([C:9]2[CH:14]=[CH:13][CH:12]=[CH:11][CH:10]=2)[N:4]=1. The catalyst class is: 155. (6) Reactant: C(N(C(C)C)C(C)C)C.Cl[C:11]1[C:12]2[CH:19]=[CH:18][NH:17][C:13]=2[N:14]=[CH:15][N:16]=1.Cl.Cl.[Br:22][C:23]1[CH:24]=[C:25]([C:29]2([CH2:35][NH2:36])[CH2:34][CH2:33][NH:32][CH2:31][CH2:30]2)[CH:26]=[CH:27][CH:28]=1. Product: [Br:22][C:23]1[CH:24]=[C:25]([C:29]2([CH2:35][NH2:36])[CH2:30][CH2:31][N:32]([C:11]3[C:12]4[CH:19]=[CH:18][NH:17][C:13]=4[N:14]=[CH:15][N:16]=3)[CH2:33][CH2:34]2)[CH:26]=[CH:27][CH:28]=1. The catalyst class is: 51. (7) Reactant: [NH2:1][C:2]1[CH:7]=[CH:6][C:5]([N:8]2[C:12]([CH3:13])=[CH:11][C:10]([C:14]([N:16]([CH2:21][CH2:22][CH2:23][CH3:24])[CH2:17][CH2:18][CH2:19][CH3:20])=[O:15])=[N:9]2)=[C:4]([C:25]([N:27]2[C@H:36]([CH2:37][OH:38])[CH2:35][C:34]3[C:29](=[CH:30][CH:31]=[CH:32][CH:33]=3)[CH2:28]2)=[O:26])[CH:3]=1.C([O-])([O-])=O.[K+].[K+].[CH2:45]([O:52][C:53](Cl)=[O:54])[C:46]1[CH:51]=[CH:50][CH:49]=[CH:48][CH:47]=1. Product: [CH2:17]([N:16]([CH2:21][CH2:22][CH2:23][CH3:24])[C:14]([C:10]1[CH:11]=[C:12]([CH3:13])[N:8]([C:5]2[CH:6]=[CH:7][C:2]([NH:1][C:53](=[O:54])[O:52][CH2:45][C:46]3[CH:51]=[CH:50][CH:49]=[CH:48][CH:47]=3)=[CH:3][C:4]=2[C:25]([N:27]2[C@H:36]([CH2:37][OH:38])[CH2:35][C:34]3[C:29](=[CH:30][CH:31]=[CH:32][CH:33]=3)[CH2:28]2)=[O:26])[N:9]=1)=[O:15])[CH2:18][CH2:19][CH3:20]. The catalyst class is: 2.